Dataset: Full USPTO retrosynthesis dataset with 1.9M reactions from patents (1976-2016). Task: Predict the reactants needed to synthesize the given product. (1) Given the product [CH3:1][O:2][CH2:3][C@@H:4]([NH:16][C:17]([N:19]1[CH2:24][C:23](=[O:25])[NH:22][C:21]2[CH:26]=[CH:27][CH:28]=[N:29][C:20]1=2)=[O:18])[C:5]1[CH:6]=[CH:7][C:8]([O:11][C:12]([F:15])([F:13])[F:14])=[CH:9][CH:10]=1, predict the reactants needed to synthesize it. The reactants are: [CH3:1][O:2][CH2:3][CH:4]([NH:16][C:17]([N:19]1[CH2:24][C:23](=[O:25])[NH:22][C:21]2[CH:26]=[CH:27][CH:28]=[N:29][C:20]1=2)=[O:18])[C:5]1[CH:10]=[CH:9][C:8]([O:11][C:12]([F:15])([F:14])[F:13])=[CH:7][CH:6]=1. (2) Given the product [OH:24][C:20]1[CH:19]=[C:18]([NH:17][C:5]2[N:6]=[C:7]3[C:2]([N:1]=[CH:29][N:8]3[C:9]3[CH:14]=[CH:13][CH:12]=[CH:11][C:10]=3[O:15][CH3:16])=[C:3]([C:25]([NH2:27])=[O:26])[N:4]=2)[CH:23]=[CH:22][CH:21]=1, predict the reactants needed to synthesize it. The reactants are: [NH2:1][C:2]1[C:3]([C:25]([NH2:27])=[O:26])=[N:4][C:5]([NH:17][C:18]2[CH:23]=[CH:22][CH:21]=[C:20]([OH:24])[CH:19]=2)=[N:6][C:7]=1[NH:8][C:9]1[CH:14]=[CH:13][CH:12]=[CH:11][C:10]=1[O:15][CH3:16].N[C:29]1C(C(OCC)=O)=NC(NC2C=CC=C(O)C=2)=NC=1NC1C=CC=CC=1OC.N. (3) Given the product [CH:30]1([NH:33][S:11]([C:9]2[CH:10]=[C:5]([O:4][C:3]3[C:2]([Cl:1])=[CH:20][C:19]([CH2:21][CH:22]4[S:26][C:25](=[O:27])[NH:24][C:23]4=[O:28])=[CH:18][C:17]=3[Cl:29])[CH:6]=[CH:7][C:8]=2[O:15][CH3:16])(=[O:13])=[O:12])[CH2:32][CH2:31]1, predict the reactants needed to synthesize it. The reactants are: [Cl:1][C:2]1[CH:20]=[C:19]([CH2:21][CH:22]2[S:26][C:25](=[O:27])[NH:24][C:23]2=[O:28])[CH:18]=[C:17]([Cl:29])[C:3]=1[O:4][C:5]1[CH:6]=[CH:7][C:8]([O:15][CH3:16])=[C:9]([S:11](Cl)(=[O:13])=[O:12])[CH:10]=1.[CH:30]1([NH2:33])[CH2:32][CH2:31]1.CN1CCOCC1.